From a dataset of Full USPTO retrosynthesis dataset with 1.9M reactions from patents (1976-2016). Predict the reactants needed to synthesize the given product. (1) Given the product [CH3:19][C@H:20]1[CH2:24][CH2:23][CH2:22][N:21]1[C@H:25]1[CH2:29][CH2:28][N:27]([C:2]2[CH:3]=[CH:4][C:5]([N:8]3[CH2:12][CH2:11][C:10]4([CH2:17][CH2:16][O:15][CH2:14][CH2:13]4)[C:9]3=[O:18])=[N:6][CH:7]=2)[CH2:26]1, predict the reactants needed to synthesize it. The reactants are: Br[C:2]1[CH:3]=[CH:4][C:5]([N:8]2[CH2:12][CH2:11][C:10]3([CH2:17][CH2:16][O:15][CH2:14][CH2:13]3)[C:9]2=[O:18])=[N:6][CH:7]=1.[CH3:19][C@H:20]1[CH2:24][CH2:23][CH2:22][N:21]1[C@H:25]1[CH2:29][CH2:28][NH:27][CH2:26]1.CC(C)([O-])C.[Na+]. (2) Given the product [CH3:1][C:2]1[C:6]([C:7]([N:30]2[CH2:31][CH2:32][CH:27]([N:22]3[CH2:26][CH2:25][CH2:24][CH2:23]3)[CH2:28][CH2:29]2)=[O:8])=[C:5]([CH3:10])[N:4]([C:11]2[CH:16]=[CH:15][C:14]([O:17][C:18]([F:21])([F:19])[F:20])=[CH:13][CH:12]=2)[N:3]=1, predict the reactants needed to synthesize it. The reactants are: [CH3:1][C:2]1[C:6]([C:7](O)=[O:8])=[C:5]([CH3:10])[N:4]([C:11]2[CH:16]=[CH:15][C:14]([O:17][C:18]([F:21])([F:20])[F:19])=[CH:13][CH:12]=2)[N:3]=1.[N:22]1([CH:27]2[CH2:32][CH2:31][NH:30][CH2:29][CH2:28]2)[CH2:26][CH2:25][CH2:24][CH2:23]1. (3) Given the product [NH:15]1[C:23]2[C:18](=[CH:19][C:20]([CH2:24][C:25]([NH:12][C:11]3[CH:10]=[CH:9][C:8]([O:1][C:2]4[CH:3]=[CH:4][CH:5]=[CH:6][CH:7]=4)=[CH:14][CH:13]=3)=[O:26])=[CH:21][CH:22]=2)[CH:17]=[CH:16]1, predict the reactants needed to synthesize it. The reactants are: [O:1]([C:8]1[CH:14]=[CH:13][C:11]([NH2:12])=[CH:10][CH:9]=1)[C:2]1[CH:7]=[CH:6][CH:5]=[CH:4][CH:3]=1.[NH:15]1[C:23]2[C:18](=[CH:19][C:20]([CH2:24][C:25](O)=[O:26])=[CH:21][CH:22]=2)[CH:17]=[CH:16]1.N. (4) Given the product [CH2:1]([O:17][CH2:18][C@H:19]([CH2:21][O:22][C:29]([C:23]1[CH:28]=[CH:27][CH:26]=[CH:25][CH:24]=1)([C:37]1[CH:38]=[CH:39][CH:40]=[CH:41][CH:42]=1)[C:31]1[CH:32]=[CH:33][CH:34]=[CH:35][CH:36]=1)[OH:20])[CH2:2][CH2:3][CH2:4][CH2:5][CH2:6][CH2:7][CH2:8][CH2:9][CH2:10][CH2:11][CH2:12][CH2:13][CH2:14][CH2:15][CH3:16], predict the reactants needed to synthesize it. The reactants are: [CH2:1]([O:17][CH2:18][C@H:19]([CH2:21][OH:22])[OH:20])[CH2:2][CH2:3][CH2:4][CH2:5][CH2:6][CH2:7][CH2:8][CH2:9][CH2:10][CH2:11][CH2:12][CH2:13][CH2:14][CH2:15][CH3:16].[C:23]1([C:29]([C:37]2[CH:42]=[CH:41][CH:40]=[CH:39][CH:38]=2)([C:31]2[CH:36]=[CH:35][CH:34]=[CH:33][CH:32]=2)Cl)[CH:28]=[CH:27][CH:26]=[CH:25][CH:24]=1.C(N(CC)CC)C. (5) Given the product [CH:1]1[C:10]2[C:5](=[CH:6][CH:7]=[CH:8][CH:9]=2)[CH:4]=[C:3]([NH:11][C:12](=[O:43])[O:13][CH2:14][C@@H:15]([N:29]([CH3:42])[C:30]([NH:32][CH2:33][C:34]2[CH:39]=[CH:38][CH:37]=[C:36]([F:40])[C:35]=2[F:41])=[O:31])[CH2:16][CH2:17][CH2:18][CH2:19][O:20][P:21]([OH:26])([OH:23])=[O:22])[N:2]=1, predict the reactants needed to synthesize it. The reactants are: [CH:1]1[C:10]2[C:5](=[CH:6][CH:7]=[CH:8][CH:9]=2)[CH:4]=[C:3]([NH:11][C:12](=[O:43])[O:13][CH2:14][C@@H:15]([N:29]([CH3:42])[C:30]([NH:32][CH2:33][C:34]2[CH:39]=[CH:38][CH:37]=[C:36]([F:40])[C:35]=2[F:41])=[O:31])[CH2:16][CH2:17][CH2:18][CH2:19][O:20][P:21]([O:26]CC)([O:23]CC)=[O:22])[N:2]=1.[Si](I)(C)(C)C. (6) Given the product [ClH:1].[OH:35][CH2:36][CH2:37][N:25]1[CH2:24][C:23]([C@@H:21]([C:6]2[CH:7]=[C:8]3[C:17](=[CH:18][C:5]=2[CH:2]([CH3:3])[CH3:4])[O:16][CH2:15][C:14]2[N:9]3[C@H:10]([CH3:20])[C:11](=[O:19])[NH:12][N:13]=2)[CH3:22])([CH3:27])[CH2:26]1, predict the reactants needed to synthesize it. The reactants are: [ClH:1].[CH:2]([C:5]1[CH:18]=[C:17]2[C:8]([N:9]3[C:14]([CH2:15][O:16]2)=[N:13][NH:12][C:11](=[O:19])[C@H:10]3[CH3:20])=[CH:7][C:6]=1[C@H:21]([C:23]1([CH3:27])[CH2:26][NH:25][CH2:24]1)[CH3:22])([CH3:4])[CH3:3].[Si]([O:35][CH2:36][CH:37]=O)(C(C)(C)C)(C)C.[BH3-]C#N.[Na+].